From a dataset of CYP2C9 inhibition data for predicting drug metabolism from PubChem BioAssay. Regression/Classification. Given a drug SMILES string, predict its absorption, distribution, metabolism, or excretion properties. Task type varies by dataset: regression for continuous measurements (e.g., permeability, clearance, half-life) or binary classification for categorical outcomes (e.g., BBB penetration, CYP inhibition). Dataset: cyp2c9_veith. (1) The molecule is CN(C(=S)Nc1ccccc1F)C1(c2ccccc2Cl)CCCCC1=O. The result is 1 (inhibitor). (2) The compound is Cc1noc(C)c1-c1nc(Nc2ccc(F)cc2)c2ccccc2n1. The result is 0 (non-inhibitor). (3) The molecule is COc1cc2nc(N3CCN(C(=O)OCc4ccccc4)[C@H](C(=O)NC(C)(C)C)C3)nc(N)c2cc1OC. The result is 0 (non-inhibitor). (4) The drug is CCCCSc1nnc(-c2ccc(C)cc2)n1C. The result is 0 (non-inhibitor). (5) The molecule is O=C(O)c1cc(S(=O)(=O)N2CCCCC2)ccc1F. The result is 0 (non-inhibitor). (6) The compound is NS(=O)(=O)c1cc(C(=O)O)cc(N2CCCC2)c1Oc1ccccc1. The result is 0 (non-inhibitor). (7) The compound is CCCCCOc1ccc(C(=O)NCC2(c3ccccc3)CCOCC2)cc1. The result is 1 (inhibitor). (8) The molecule is Cc1nnc(NCc2ccco2)s1. The result is 0 (non-inhibitor). (9) The result is 0 (non-inhibitor). The compound is Cc1noc(C)c1-c1nc(NCCN2CCOCC2)c2ccccc2n1.